From a dataset of Peptide-MHC class II binding affinity with 134,281 pairs from IEDB. Regression. Given a peptide amino acid sequence and an MHC pseudo amino acid sequence, predict their binding affinity value. This is MHC class II binding data. (1) The peptide sequence is LSPISNMVSMANNHM. The MHC is DRB1_0301 with pseudo-sequence DRB1_0301. The binding affinity (normalized) is 0.0737. (2) The peptide sequence is EQARKFEEPIWSDFG. The MHC is DRB4_0101 with pseudo-sequence DRB4_0103. The binding affinity (normalized) is 0. (3) The peptide sequence is ACPGTSVIIDGNCDGKK. The MHC is HLA-DQA10303-DQB10402 with pseudo-sequence HLA-DQA10303-DQB10402. The binding affinity (normalized) is 0. (4) The peptide sequence is QRPLVTIKIGGQLKE. The MHC is DRB1_0802 with pseudo-sequence DRB1_0802. The binding affinity (normalized) is 0.744. (5) The MHC is HLA-DPA10301-DPB10402 with pseudo-sequence HLA-DPA10301-DPB10402. The peptide sequence is ATPEAKYDAYVATLS. The binding affinity (normalized) is 0.177.